Dataset: Forward reaction prediction with 1.9M reactions from USPTO patents (1976-2016). Task: Predict the product of the given reaction. (1) The product is: [C:28]([NH:2][CH2:3][C:4]1[CH:9]=[CH:8][C:7]([C:10](=[NH:11])[NH2:14])=[CH:6][C:5]=1[NH:16][CH2:17][C:18]([OH:20])=[O:19])(=[O:35])[C:29]1[CH:34]=[CH:33][CH:32]=[CH:31][CH:30]=1. Given the reactants Cl.[NH2:2][CH2:3][C:4]1[CH:9]=[CH:8][C:7]([C:10]2[N:14]=C(C)O[N:11]=2)=[CH:6][C:5]=1[NH:16][CH2:17][C:18]([O:20]CC1C=CC=CC=1)=[O:19].[C:28](O)(=[O:35])[C:29]1[CH:34]=[CH:33][CH:32]=[CH:31][CH:30]=1, predict the reaction product. (2) Given the reactants [CH3:1][O:2][C:3]1[C:12]([O:13][CH3:14])=[N:11][C:10]2[C:5](=[CH:6][CH:7]=[C:8]([CH2:15][NH:16][C:17]3[CH:22]=[CH:21][C:20]([O:23][CH2:24][C:25]#[CH:26])=[CH:19][C:18]=3[C:27]([C:29]3[CH:34]=[CH:33][C:32]([CH:35]([CH3:37])[CH3:36])=[CH:31][CH:30]=3)=O)[CH:9]=2)[N:4]=1.[O-:38][C:39]#[N:40].[Na+], predict the reaction product. The product is: [CH3:1][O:2][C:3]1[C:12]([O:13][CH3:14])=[N:11][C:10]2[C:5](=[CH:6][CH:7]=[C:8]([CH2:15][N:16]3[C:17]4[C:18](=[CH:19][C:20]([O:23][CH2:24][C:25]#[CH:26])=[CH:21][CH:22]=4)[C:27]([C:29]4[CH:34]=[CH:33][C:32]([CH:35]([CH3:36])[CH3:37])=[CH:31][CH:30]=4)=[N:40][C:39]3=[O:38])[CH:9]=2)[N:4]=1. (3) The product is: [C:23]([NH:2][CH2:1][CH:3]([C:9]1[C:18]2[C:13](=[CH:14][CH:15]=[C:16]([O:19][CH3:20])[CH:17]=2)[CH:12]=[CH:11][CH:10]=1)[CH2:4][C:5]([O:7][CH3:8])=[O:6])(=[O:25])[CH3:24]. Given the reactants [C:1]([CH:3]([C:9]1[C:18]2[C:13](=[CH:14][CH:15]=[C:16]([O:19][CH3:20])[CH:17]=2)[CH:12]=[CH:11][CH:10]=1)[CH2:4][C:5]([O:7][CH3:8])=[O:6])#[N:2].[H][H].[C:23](OC(=O)C)(=[O:25])[CH3:24], predict the reaction product. (4) Given the reactants [Br:1][C:2]1[C:10]2[C:6](=[N:7]S[N:9]=2)[C:5]([Br:11])=[CH:4][C:3]=1[F:12], predict the reaction product. The product is: [NH2:7][C:6]1[C:5]([Br:11])=[CH:4][C:3]([F:12])=[C:2]([Br:1])[C:10]=1[NH2:9]. (5) Given the reactants [CH2:1]([NH:5][C:6]1[C:7]([CH3:22])=[C:8]([C:12]2[CH:17]=[CH:16][C:15]([C:18]([F:21])([F:20])[F:19])=[CH:14][CH:13]=2)[CH:9]=[CH:10][CH:11]=1)[CH2:2][CH2:3][CH3:4].Cl[S:24]([C:27]1[CH:39]=[CH:38][C:30]([O:31][CH2:32][C:33]([O:35][CH2:36][CH3:37])=[O:34])=[C:29]([CH3:40])[CH:28]=1)(=[O:26])=[O:25].C(N(CC)CC)C, predict the reaction product. The product is: [CH2:1]([N:5]([C:6]1[C:7]([CH3:22])=[C:8]([C:12]2[CH:13]=[CH:14][C:15]([C:18]([F:19])([F:20])[F:21])=[CH:16][CH:17]=2)[CH:9]=[CH:10][CH:11]=1)[S:24]([C:27]1[CH:39]=[CH:38][C:30]([O:31][CH2:32][C:33]([O:35][CH2:36][CH3:37])=[O:34])=[C:29]([CH3:40])[CH:28]=1)(=[O:26])=[O:25])[CH2:2][CH2:3][CH3:4]. (6) Given the reactants Cl[CH2:2][C:3]1[NH:4][C:5]2[CH:10]=[C:9]([C:11]3[CH:16]=[CH:15][C:14]([O:17][CH2:18][CH3:19])=[C:13]([C:20]([F:23])([F:22])[F:21])[CH:12]=3)[N:8]=[C:7]([C:24]#[N:25])[C:6]=2[N:26]=1.Cl.Cl.[NH2:29][CH:30]1[CH:35]2[CH2:36][CH2:37][N:32]([CH2:33][CH2:34]2)[CH2:31]1.C(N(CC)CC)C, predict the reaction product. The product is: [N:32]12[CH2:37][CH2:36][CH:35]([CH2:34][CH2:33]1)[CH:30]([NH:29][CH2:2][C:3]1[NH:4][C:5]3[CH:10]=[C:9]([C:11]4[CH:16]=[CH:15][C:14]([O:17][CH2:18][CH3:19])=[C:13]([C:20]([F:23])([F:22])[F:21])[CH:12]=4)[N:8]=[C:7]([C:24]#[N:25])[C:6]=3[N:26]=1)[CH2:31]2. (7) Given the reactants [CH3:1][O:2][C:3]([C@@H:5]([N:13]1[CH2:21][C:17]2[CH:18]=[CH:19][S:20][C:16]=2[CH2:15][CH2:14]1)[C:6]1[CH:7]=[CH:8][CH:9]=[CH:10][C:11]=1[Cl:12])=[O:4].[C:22]1([CH3:32])[CH:27]=[CH:26][C:25]([S:28]([OH:31])(=[O:30])=[O:29])=[CH:24][CH:23]=1.C1(C)C=CC=CC=1, predict the reaction product. The product is: [CH3:1][O:2][C:3]([C@@H:5]([N:13]1[CH2:21][C:17]2[CH:18]=[CH:19][S:20][C:16]=2[CH2:15][CH2:14]1)[C:6]1[CH:7]=[CH:8][CH:9]=[CH:10][C:11]=1[Cl:12])=[O:4].[S:28]([C:25]1[CH:26]=[CH:27][C:22]([CH3:32])=[CH:23][CH:24]=1)([O-:31])(=[O:30])=[O:29]. (8) Given the reactants C([O:4][C:5](=[O:18])[C:6]1[CH:11]=[C:10]([CH3:12])[C:9]([CH:13]2[CH2:17][CH2:16][CH2:15][CH2:14]2)=[N:8][CH:7]=1)(C)C, predict the reaction product. The product is: [CH:13]1([C:9]2[C:10]([CH3:12])=[CH:11][C:6]([C:5]([OH:18])=[O:4])=[CH:7][N:8]=2)[CH2:14][CH2:15][CH2:16][CH2:17]1. (9) Given the reactants [NH2:1][C:2]1[N:7]=[C:6](Cl)[N:5]=[C:4]([N:9]2[CH2:14][CH2:13][CH2:12][CH2:11][CH2:10]2)[N:3]=1.[CH2:15]([Sn](CCCC)(CCCC)C=C)[CH2:16]CC, predict the reaction product. The product is: [NH2:1][C:2]1[N:3]=[C:4]([N:9]2[CH2:14][CH2:13][CH2:12][CH2:11][CH2:10]2)[N:5]=[C:6]([CH:15]=[CH2:16])[N:7]=1. (10) The product is: [C:23]1([N:29]2[CH2:34][CH2:33][N:32]([CH2:21][CH2:20][CH2:19][C:9]3[CH:10]=[C:11]([C:12]4[CH:17]=[CH:16][C:15]([CH3:18])=[CH:14][CH:13]=4)[N:7]([C:1]4[CH:6]=[CH:5][CH:4]=[CH:3][CH:2]=4)[N:8]=3)[CH2:31][CH2:30]2)[CH:28]=[CH:27][CH:26]=[CH:25][CH:24]=1. Given the reactants [C:1]1([N:7]2[C:11]([C:12]3[CH:17]=[CH:16][C:15]([CH3:18])=[CH:14][CH:13]=3)=[CH:10][C:9]([CH2:19][CH2:20][CH:21]=O)=[N:8]2)[CH:6]=[CH:5][CH:4]=[CH:3][CH:2]=1.[C:23]1([N:29]2[CH2:34][CH2:33][NH:32][CH2:31][CH2:30]2)[CH:28]=[CH:27][CH:26]=[CH:25][CH:24]=1.CCN(C(C)C)C(C)C.[BH-](OC(C)=O)(OC(C)=O)OC(C)=O.[Na+], predict the reaction product.